From a dataset of Reaction yield outcomes from USPTO patents with 853,638 reactions. Predict the reaction yield, written as a fraction of the theoretical maximum amount of product (1.0 means a 100% yield; for example, 0.34 means a 34% yield). (1) The reactants are [Br:1][C:2]1[CH:3]=[N:4][CH:5]=[C:6]([CH:9]=1)[C:7]#[N:8].CCN(CC)CC.[SH2:17]. The catalyst is N1C=CC=CC=1. The product is [Br:1][C:2]1[CH:9]=[C:6]([C:7](=[S:17])[NH2:8])[CH:5]=[N:4][CH:3]=1. The yield is 0.663. (2) The reactants are F[C:2]1[CH:7]=[C:6]([F:8])[CH:5]=[CH:4][C:3]=1[CH:9]([N:14]1[C:22]2[C:17](=[CH:18][CH:19]=[CH:20][CH:21]=2)[C:16]([CH3:24])([CH3:23])[C:15]1=[O:25])[CH:10]([OH:13])[CH2:11][OH:12].CC(C)([O-])C.[K+]. No catalyst specified. The product is [F:8][C:6]1[CH:5]=[CH:4][C:3]2[CH:9]([N:14]3[C:22]4[C:17](=[CH:18][CH:19]=[CH:20][CH:21]=4)[C:16]([CH3:24])([CH3:23])[C:15]3=[O:25])[CH:10]([CH2:11][OH:12])[O:13][C:2]=2[CH:7]=1. The yield is 0.520. (3) The reactants are [CH3:1][O:2][C:3]1[CH:8]=[CH:7][C:6]([N+:9]([O-:11])=[O:10])=[CH:5][C:4]=1[N:12]([CH3:17])[C:13](=O)[CH2:14][CH3:15].B.CSC. The catalyst is C1COCC1. The product is [CH3:1][O:2][C:3]1[CH:8]=[CH:7][C:6]([N+:9]([O-:11])=[O:10])=[CH:5][C:4]=1[N:12]([CH3:17])[CH2:13][CH2:14][CH3:15]. The yield is 0.960.